This data is from Catalyst prediction with 721,799 reactions and 888 catalyst types from USPTO. The task is: Predict which catalyst facilitates the given reaction. (1) Reactant: Br[C:2]1[C:3]([F:33])=[CH:4][C:5]2[CH:11]3[CH2:12][CH:9]([CH2:10]3)[N:8]3[C:13]([CH:19]([OH:31])[C:20]4[N:24]([CH:25]5[CH2:30][CH2:29][CH2:28][CH2:27][O:26]5)[N:23]=[CH:22][CH:21]=4)=[C:14]([C:16]([NH2:18])=[O:17])[N:15]=[C:7]3[C:6]=2[CH:32]=1.[CH3:34][C:35]([OH:39])([CH3:38])[C:36]#[CH:37].C(NC(C)C)(C)C. Product: [F:33][C:3]1[C:2]([C:37]#[C:36][C:35]([OH:39])([CH3:38])[CH3:34])=[CH:32][C:6]2[C:7]3[N:8]([C:13]([CH:19]([OH:31])[C:20]4[N:24]([CH:25]5[CH2:30][CH2:29][CH2:28][CH2:27][O:26]5)[N:23]=[CH:22][CH:21]=4)=[C:14]([C:16]([NH2:18])=[O:17])[N:15]=3)[CH:9]3[CH2:12][CH:11]([C:5]=2[CH:4]=1)[CH2:10]3. The catalyst class is: 3. (2) Reactant: C(OC([NH:8][C@H:9]1[CH2:13][CH2:12][N:11]([CH:14]2[CH2:19][CH2:18][N:17]([C:20]([O:22][CH2:23][C:24]3[CH:29]=[CH:28][CH:27]=[CH:26][CH:25]=3)=[O:21])[CH2:16][CH2:15]2)[C:10]1=[O:30])=O)(C)(C)C. Product: [NH2:8][C@H:9]1[CH2:13][CH2:12][N:11]([CH:14]2[CH2:19][CH2:18][N:17]([C:20]([O:22][CH2:23][C:24]3[CH:29]=[CH:28][CH:27]=[CH:26][CH:25]=3)=[O:21])[CH2:16][CH2:15]2)[C:10]1=[O:30]. The catalyst class is: 137. (3) Reactant: [N+:1]([O-:4])(O)=[O:2].[C:5]1([C@@H:11]([CH2:19][CH3:20])[CH2:12][C@H:13]2[CH2:17][O:16][C:15]([NH2:18])=[N:14]2)[CH:10]=[CH:9][CH:8]=[CH:7][CH:6]=1.[OH-].[Na+]. Product: [N+:1]([C:8]1[CH:7]=[CH:6][C:5]([C@@H:11]([CH2:19][CH3:20])[CH2:12][C@H:13]2[CH2:17][O:16][C:15]([NH2:18])=[N:14]2)=[CH:10][CH:9]=1)([O-:4])=[O:2]. The catalyst class is: 476. (4) Reactant: C(=O)([O-])[O-].[K+].[K+].Br[C:8]1[S:9][CH:10]=[CH:11][N:12]=1.[C:13]([O:17][C:18](=[O:26])[NH:19][CH:20]1[CH2:25][CH2:24][NH:23][CH2:22][CH2:21]1)([CH3:16])([CH3:15])[CH3:14]. Product: [C:13]([O:17][C:18](=[O:26])[NH:19][CH:20]1[CH2:25][CH2:24][N:23]([C:8]2[S:9][CH:10]=[CH:11][N:12]=2)[CH2:22][CH2:21]1)([CH3:16])([CH3:14])[CH3:15]. The catalyst class is: 3. (5) Reactant: [CH3:1][C:2]1[CH:11]=[C:10]([NH:12][C:13]2[CH:14]=[C:15]([C:19]3[CH:24]=[CH:23][CH:22]=[C:21]([CH:25]=O)[CH:20]=3)[CH:16]=[CH:17][CH:18]=2)[C:9]2[C:4](=[CH:5][CH:6]=[CH:7][CH:8]=2)[N:3]=1.[CH2:27]1[C:36]2[C:31](=[CH:32][CH:33]=[CH:34][CH:35]=2)[CH2:30][CH2:29][NH:28]1.[BH-](OC(C)=O)(OC(C)=O)OC(C)=O.[Na+].CC(O)=O. Product: [CH2:27]1[C:36]2[C:31](=[CH:32][CH:33]=[CH:34][CH:35]=2)[CH2:30][CH2:29][N:28]1[CH2:25][C:21]1[CH:20]=[C:19]([C:15]2[CH:16]=[CH:17][CH:18]=[C:13]([NH:12][C:10]3[C:9]4[C:4](=[CH:5][CH:6]=[CH:7][CH:8]=4)[N:3]=[C:2]([CH3:1])[CH:11]=3)[CH:14]=2)[CH:24]=[CH:23][CH:22]=1. The catalyst class is: 68. (6) Reactant: [OH-].[K+].[CH3:3][O:4][C:5]1[CH:13]=[CH:12][CH:11]=[C:10]2[C:6]=1[C:7]([NH2:14])=[N:8][NH:9]2.CC(N(CC1C=CC(CN2C3C(=C(OC)C=CC=3)C(NS(C3SC(Cl)=CC=3)(=O)=O)=N2)=CC=1)C(=O)[O-])(C)C.Cl[CH2:53][C:54]1[CH:59]=[CH:58][C:57]([O:60][CH3:61])=[C:56]([O:62][CH3:63])[CH:55]=1. Product: [CH3:63][O:62][C:56]1[CH:55]=[C:54]([CH2:53][N:9]2[C:10]3[C:6](=[C:5]([O:4][CH3:3])[CH:13]=[CH:12][CH:11]=3)[C:7]([NH2:14])=[N:8]2)[CH:59]=[CH:58][C:57]=1[O:60][CH3:61]. The catalyst class is: 58. (7) Reactant: [Cl:1][C:2]1[CH:7]=[CH:6][CH:5]=[CH:4][C:3]=1[C:8]1[CH:13]=[C:12]([CH2:14]O)[CH:11]=[C:10]([C:16]([O:18][CH3:19])=[O:17])[CH:9]=1.C1(P(C2C=CC=CC=2)C2C=CC=CC=2)C=CC=CC=1.C(Br)(Br)(Br)[Br:40]. Product: [Br:40][CH2:14][C:12]1[CH:11]=[C:10]([C:16]([O:18][CH3:19])=[O:17])[CH:9]=[C:8]([C:3]2[CH:4]=[CH:5][CH:6]=[CH:7][C:2]=2[Cl:1])[CH:13]=1. The catalyst class is: 1. (8) Reactant: IC1C=C2C(=CC=1)NC(=O)C2=O.FC1C=CC(B(O)O)=CC=1.[C:23]([O-:26])(O)=[O:24].[Na+].[F:28][C:29]1[CH:34]=[CH:33][C:32]([C:35]2[CH:36]=[C:37]3[C:41](=[CH:42][CH:43]=2)[NH:40]C(=O)C3=O)=[CH:31][CH:30]=1. Product: [NH2:40][C:41]1[CH:42]=[CH:43][C:35]([C:32]2[CH:33]=[CH:34][C:29]([F:28])=[CH:30][CH:31]=2)=[CH:36][C:37]=1[C:23]([OH:26])=[O:24]. The catalyst class is: 104.